From a dataset of Catalyst prediction with 721,799 reactions and 888 catalyst types from USPTO. Predict which catalyst facilitates the given reaction. (1) Reactant: [CH3:1][O:2][C:3](=[O:13])[C@@H:4]([CH2:6][C:7]1[CH:12]=[CH:11][CH:10]=[CH:9][CH:8]=1)[NH2:5].[C:14]([O-])(O)=[O:15].[Na+].ClC(Cl)(OC(=O)OC(Cl)(Cl)Cl)Cl.[Al+3].[Cl-].[Cl-].[Cl-]. Product: [CH3:1][O:2][C:3]([C@H:4]1[CH2:6][C:7]2[C:12](=[CH:11][CH:10]=[CH:9][CH:8]=2)[C:14](=[O:15])[NH:5]1)=[O:13]. The catalyst class is: 34. (2) Reactant: [Br:1][C:2]1[CH:9]=[C:8]([CH2:10][CH3:11])[C:5]([CH2:6][NH2:7])=[C:4]([CH2:12][CH3:13])[CH:3]=1.Br[CH2:15][CH2:16][CH2:17][CH2:18][CH2:19]Br.C(=O)([O-])[O-].[K+].[K+]. Product: [Br:1][C:2]1[CH:3]=[C:4]([CH2:12][CH3:13])[C:5]([CH2:6][N:7]2[CH2:19][CH2:18][CH2:17][CH2:16][CH2:15]2)=[C:8]([CH2:10][CH3:11])[CH:9]=1. The catalyst class is: 12. (3) Reactant: [CH:1]([N:4]([CH3:15])[C@@H:5]1[CH2:10][CH2:9][C@H:8]([NH2:11])[C@H:7]([CH2:12][O:13][CH3:14])[CH2:6]1)([CH3:3])[CH3:2].[C:16]([O:20][C:21]([NH:23][CH2:24][C:25](O)=[O:26])=[O:22])([CH3:19])([CH3:18])[CH3:17].C(N(C(C)C)CC)(C)C.CN(C(ON1N=NC2C=CC=NC1=2)=[N+](C)C)C.F[P-](F)(F)(F)(F)F.C([O-])(O)=O.[Na+]. The catalyst class is: 96. Product: [CH:1]([N:4]([CH3:15])[C@@H:5]1[CH2:10][CH2:9][C@H:8]([NH:11][C:25](=[O:26])[CH2:24][NH:23][C:21](=[O:22])[O:20][C:16]([CH3:17])([CH3:18])[CH3:19])[C@H:7]([CH2:12][O:13][CH3:14])[CH2:6]1)([CH3:3])[CH3:2].